This data is from Full USPTO retrosynthesis dataset with 1.9M reactions from patents (1976-2016). The task is: Predict the reactants needed to synthesize the given product. (1) Given the product [CH3:19][C:17]1[C:16]2[C:12](=[CH:13][N:14]([CH2:20][O:21][CH2:22][CH2:23][Si:24]([CH3:25])([CH3:27])[CH3:26])[N:15]=2)[CH:11]=[C:10]([CH2:9][CH:8]([NH:7][C:6](=[O:33])[O:5][C:1]([CH3:4])([CH3:2])[CH3:3])[C:28]2[N:29]([CH2:4][C:1]3[CH:3]=[CH:44][N:41]=[CH:40][CH:2]=3)[CH:30]=[CH:31][N:32]=2)[CH:18]=1, predict the reactants needed to synthesize it. The reactants are: [C:1]([O:5][C:6](=[O:33])[NH:7][CH:8]([C:28]1[NH:29][CH:30]=[CH:31][N:32]=1)[CH2:9][C:10]1[CH:18]=[C:17]([CH3:19])[C:16]2[C:12](=[CH:13][N:14]([CH2:20][O:21][CH2:22][CH2:23][Si:24]([CH3:27])([CH3:26])[CH3:25])[N:15]=2)[CH:11]=1)([CH3:4])([CH3:3])[CH3:2].C(=O)([O-])[O-].[K+].[K+].[CH3:40][N:41]([CH3:44])C=O. (2) The reactants are: [F:1][C:2]1[CH:7]=[C:6]([CH3:8])[C:5]([S:9][CH2:10][C:11]([F:14])([F:13])[F:12])=[CH:4][C:3]=1[N:15]1[C:19]([NH:20][CH2:21][C:22]#[CH:23])=[CH:18][C:17]([O:24][C:25]([F:40])([F:39])[CH:26]([F:38])[O:27][C:28]([F:37])([F:36])[C:29]([F:35])([F:34])[C:30]([F:33])([F:32])[F:31])=[N:16]1.ClC1C=CC=C(C(OO)=[O:49])C=1. Given the product [F:1][C:2]1[CH:7]=[C:6]([CH3:8])[C:5]([S:9]([CH2:10][C:11]([F:14])([F:13])[F:12])=[O:49])=[CH:4][C:3]=1[N:15]1[C:19]([NH:20][CH2:21][C:22]#[CH:23])=[CH:18][C:17]([O:24][C:25]([F:40])([F:39])[CH:26]([F:38])[O:27][C:28]([F:36])([F:37])[C:29]([F:34])([F:35])[C:30]([F:33])([F:31])[F:32])=[N:16]1, predict the reactants needed to synthesize it.